This data is from Reaction yield outcomes from USPTO patents with 853,638 reactions. The task is: Predict the reaction yield, written as a fraction of the theoretical maximum amount of product (1.0 means a 100% yield; for example, 0.34 means a 34% yield). (1) The reactants are C[O:2][C:3](=[O:39])[CH:4]([C:9]1[CH:14]=[C:13]([C:15]2[CH:20]=[CH:19][C:18]([C:21]([F:24])([F:23])[F:22])=[CH:17][CH:16]=2)[N:12]=[C:11]([C:25]2[CH:30]=[C:29]([C:31]([F:34])([F:33])[F:32])[CH:28]=[C:27]([C:35]([F:38])([F:37])[F:36])[CH:26]=2)[CH:10]=1)[CH2:5][CH:6]([CH3:8])[CH3:7].C(O)(=O)CC(CC(O)=O)(C(O)=O)O. The catalyst is [OH-].[Na+].C1COCC1. The product is [F:33][C:31]([F:32])([F:34])[C:29]1[CH:30]=[C:25]([C:11]2[CH:10]=[C:9]([CH:4]([CH2:5][CH:6]([CH3:8])[CH3:7])[C:3]([OH:39])=[O:2])[CH:14]=[C:13]([C:15]3[CH:16]=[CH:17][C:18]([C:21]([F:22])([F:24])[F:23])=[CH:19][CH:20]=3)[N:12]=2)[CH:26]=[C:27]([C:35]([F:36])([F:37])[F:38])[CH:28]=1. The yield is 0.780. (2) The reactants are Br[C:2]1[CH:12]=[CH:11][C:5]([C:6]([N:8]([CH3:10])[CH3:9])=[O:7])=[CH:4][C:3]=1[CH3:13].C(O[K])(C)=O.[B:19]1([B:19]2[O:23][C:22]([CH3:25])([CH3:24])[C:21]([CH3:27])([CH3:26])[O:20]2)[O:23][C:22]([CH3:25])([CH3:24])[C:21]([CH3:27])([CH3:26])[O:20]1.N#N. The catalyst is O1CCOCC1.C1(P(C2C=CC=CC=2)[C-]2C=CC=C2)C=CC=CC=1.[C-]1(P(C2C=CC=CC=2)C2C=CC=CC=2)C=CC=C1.[Fe+2].C1C=CC(P(C2C=CC=CC=2)[C-]2C=CC=C2)=CC=1.C1C=CC(P(C2C=CC=CC=2)[C-]2C=CC=C2)=CC=1.Cl[Pd]Cl.[Fe+2].C(Cl)Cl. The product is [CH3:13][C:3]1[CH:4]=[C:5]([CH:11]=[CH:12][C:2]=1[B:19]1[O:23][C:22]([CH3:25])([CH3:24])[C:21]([CH3:27])([CH3:26])[O:20]1)[C:6]([N:8]([CH3:10])[CH3:9])=[O:7]. The yield is 0.560. (3) The reactants are [C:1]([C:4]1[CH:14]=[CH:13][C:7]2[O:8][CH2:9][C:10](=[O:12])[NH:11][C:6]=2[CH:5]=1)(=[O:3])[CH3:2].[F:15][CH:16]([F:22])[C:17](OCC)=[O:18]. No catalyst specified. The product is [F:15][CH:16]([F:22])[C:17]([OH:18])=[CH:2][C:1]([C:4]1[CH:14]=[CH:13][C:7]2[O:8][CH2:9][C:10](=[O:12])[NH:11][C:6]=2[CH:5]=1)=[O:3]. The yield is 0.820. (4) The reactants are [CH3:1][C:2]12[O:13][C:8]([CH3:14])([CH2:9][C:10](=[O:12])[CH2:11]1)[CH:7]1[CH:3]2[O:4][C:5]([CH3:16])([CH3:15])[O:6]1.C([N-]C(C)C)(C)C.[Li+].[F:25][C:26]([F:41])([C:37]([F:40])([F:39])[F:38])[C:27]([F:36])([F:35])[C:28]([F:34])([F:33])[S:29](F)(=[O:31])=[O:30]. The catalyst is C1COCC1.O. The product is [CH3:14][C:8]12[O:13][C:2]([CH3:1])([CH:11]=[C:10]([O:12][S:29]([C:28]([F:33])([F:34])[C:27]([F:35])([F:36])[C:26]([F:25])([F:41])[C:37]([F:40])([F:39])[F:38])(=[O:31])=[O:30])[CH2:9]1)[CH:3]1[CH:7]2[O:6][C:5]([CH3:16])([CH3:15])[O:4]1. The yield is 0.630. (5) The reactants are C([O:4][CH2:5][C:6]1[CH:11]=[C:10]([N:12]([C:23]([O:25][C:26]([CH3:29])([CH3:28])[CH3:27])=[O:24])[C:13]2[CH:18]=[CH:17][C:16]([C:19]#[N:20])=[C:15]([O:21][CH3:22])[N:14]=2)[CH:9]=[CH:8][C:7]=1[B:30]1OC(C)(C)C(C)(C)[O:31]1)(=O)C.[OH-].[Na+].Cl. The product is [C:19]([C:16]1[CH:17]=[CH:18][C:13]([N:12]([C:10]2[CH:9]=[CH:8][C:7]3[B:30]([OH:31])[O:4][CH2:5][C:6]=3[CH:11]=2)[C:23](=[O:24])[O:25][C:26]([CH3:27])([CH3:29])[CH3:28])=[N:14][C:15]=1[O:21][CH3:22])#[N:20]. The yield is 0.890. The catalyst is CO. (6) The reactants are [O:1]([CH:8]1[C:16]2[C:11](=[CH:12][C:13]([C:17]([OH:19])=O)=[CH:14][CH:15]=2)[CH2:10][CH2:9]1)[C:2]1[CH:7]=[CH:6][CH:5]=[CH:4][CH:3]=1.F[P-](F)(F)(F)(F)F.N1(OC(N(C)C)=[N+](C)C)C2N=CC=CC=2N=N1.C(N(CC)CC)C.[NH2:51][CH2:52][C:53]1[C:54]([OH:61])=[N:55][C:56]([CH3:60])=[CH:57][C:58]=1[CH3:59]. The catalyst is ClCCl. The product is [OH:61][C:54]1[C:53]([CH2:52][NH:51][C:17]([C:13]2[CH:12]=[C:11]3[C:16](=[CH:15][CH:14]=2)[CH:8]([O:1][C:2]2[CH:3]=[CH:4][CH:5]=[CH:6][CH:7]=2)[CH2:9][CH2:10]3)=[O:19])=[C:58]([CH3:59])[CH:57]=[C:56]([CH3:60])[N:55]=1. The yield is 0.230. (7) The reactants are C[O:2][C:3]1[CH:12]=[C:11]2[C:6]([C:7]([C:13]3[C:14]([C:22]4[CH:27]=[CH:26][CH:25]=[C:24]([CH3:28])[N:23]=4)=[N:15][N:16]4[CH:21]=[CH:20][CH:19]=[CH:18][C:17]=34)=[CH:8][CH:9]=[N:10]2)=[CH:5][CH:4]=1.C(S)C.[H-].[Na+].[NH4+].[Cl-]. The catalyst is CN(C=O)C. The product is [CH3:28][C:24]1[N:23]=[C:22]([C:14]2[C:13]([C:7]3[C:6]4[C:11](=[CH:12][C:3]([OH:2])=[CH:4][CH:5]=4)[N:10]=[CH:9][CH:8]=3)=[C:17]3[CH:18]=[CH:19][CH:20]=[CH:21][N:16]3[N:15]=2)[CH:27]=[CH:26][CH:25]=1. The yield is 0.930. (8) The reactants are C(O)(=O)CCC#C.C([O-])([O-])=O.[K+].[K+].CI.I[C:17]1[CH:22]=[CH:21][C:20]([C:23](=[C:31]2[CH2:36][C:35]([CH3:38])([CH3:37])[CH2:34][C:33]([CH3:40])([CH3:39])[CH2:32]2)[C:24]2[CH:29]=[CH:28][C:27]([OH:30])=[CH:26][CH:25]=2)=[CH:19][CH:18]=1.C(N(CC)C(C)C)(C)C.[C:50]([O:56][CH3:57])(=[O:55])[CH2:51][CH2:52][C:53]#[CH:54].[NH4+].[Cl-]. The catalyst is CN(C=O)C.Cl[Pd](Cl)([P](C1C=CC=CC=1)(C1C=CC=CC=1)C1C=CC=CC=1)[P](C1C=CC=CC=1)(C1C=CC=CC=1)C1C=CC=CC=1.[Cu]I.O. The product is [OH:30][C:27]1[CH:26]=[CH:25][C:24]([C:23](=[C:31]2[CH2:32][C:33]([CH3:40])([CH3:39])[CH2:34][C:35]([CH3:38])([CH3:37])[CH2:36]2)[C:20]2[CH:19]=[CH:18][C:17]([C:54]#[C:53][CH2:52][CH2:51][C:50]([O:56][CH3:57])=[O:55])=[CH:22][CH:21]=2)=[CH:29][CH:28]=1. The yield is 0.760. (9) The reactants are [Br:1][C:2]1[CH:7]=[CH:6][N:5]=[C:4]([CH2:8][OH:9])[CH:3]=1.[C:10]([Si:14](Cl)([CH3:16])[CH3:15])([CH3:13])([CH3:12])[CH3:11]. The catalyst is C(Cl)Cl. The product is [Br:1][C:2]1[CH:7]=[CH:6][N:5]=[C:4]([CH2:8][O:9][Si:14]([C:10]([CH3:13])([CH3:12])[CH3:11])([CH3:16])[CH3:15])[CH:3]=1. The yield is 0.700. (10) The reactants are [CH3:1][NH:2][C:3]1[CH:8]=[CH:7][CH:6]=[CH:5][CH:4]=1.[F:9][C:10]1[CH:15]=[CH:14][CH:13]=[CH:12][C:11]=1[CH:16]1[O:18][CH:17]1[CH2:19][OH:20]. No catalyst specified. The product is [F:9][C:10]1[CH:15]=[CH:14][CH:13]=[CH:12][C:11]=1[CH:16]([N:2]([CH3:1])[C:3]1[CH:8]=[CH:7][CH:6]=[CH:5][CH:4]=1)[CH:17]([OH:18])[CH2:19][OH:20]. The yield is 0.280.